This data is from Catalyst prediction with 721,799 reactions and 888 catalyst types from USPTO. The task is: Predict which catalyst facilitates the given reaction. Reactant: [Cl:1][C:2]1[CH:9]=[CH:8][C:5]([CH:6]=[O:7])=[CH:4][CH:3]=1.O.[C:11](=[O:13])=O.[CH3:14][C:15]([CH3:17])=O. Product: [Cl:1][C:2]1[CH:9]=[CH:8][C:5]([CH:6]([C:15]2[CH:17]=[CH:6][C:5]([CH2:8][O:13][CH3:11])=[CH:4][CH:14]=2)[OH:7])=[CH:4][CH:3]=1. The catalyst class is: 7.